The task is: Predict the reactants needed to synthesize the given product.. This data is from Full USPTO retrosynthesis dataset with 1.9M reactions from patents (1976-2016). (1) Given the product [CH3:21][S:22]([C:25]1[CH:26]=[C:27]([NH:28][C:2]2[N:7]=[C:6]([NH:8][C:9]3[C:14]4[O:15][CH2:16][O:17][C:13]=4[CH:12]=[C:11]([C:18]#[N:19])[CH:10]=3)[CH:5]=[CH:4][N:3]=2)[CH:29]=[CH:30][CH:31]=1)(=[O:23])=[O:24], predict the reactants needed to synthesize it. The reactants are: Cl[C:2]1[N:7]=[C:6]([NH:8][C:9]2[C:14]3[O:15][CH2:16][O:17][C:13]=3[CH:12]=[C:11]([C:18]#[N:19])[CH:10]=2)[CH:5]=[CH:4][N:3]=1.Cl.[CH3:21][S:22]([C:25]1[CH:26]=[C:27]([CH:29]=[CH:30][CH:31]=1)[NH2:28])(=[O:24])=[O:23].CCN(C(C)C)C(C)C. (2) Given the product [Br:14][C:15]1[CH:16]=[C:17]([CH:20]=[CH:21][CH:22]=1)[CH2:18][C:2]([CH2:18][C:17]1[CH:20]=[CH:21][CH:22]=[C:15]([Br:14])[CH:16]=1)([C:3]([O:5][CH2:6][CH3:7])=[O:4])[C:1]([O:9][CH2:10][CH3:11])=[O:8], predict the reactants needed to synthesize it. The reactants are: [C:1]([O:9][CH2:10][CH3:11])(=[O:8])[CH2:2][C:3]([O:5][CH2:6][CH3:7])=[O:4].[H-].[Na+].[Br:14][C:15]1[CH:16]=[C:17]([CH:20]=[CH:21][CH:22]=1)[CH2:18]Br.[Cl-].[NH4+]. (3) Given the product [F:1][C:2]1[CH:13]=[CH:12][C:5]2[N:6]([CH2:21][C:20]3[CH:23]=[CH:24][C:17]([F:16])=[CH:18][CH:19]=3)[C:7](=[O:11])[O:8][C:9](=[O:10])[C:4]=2[CH:3]=1, predict the reactants needed to synthesize it. The reactants are: [F:1][C:2]1[CH:13]=[CH:12][C:5]2[NH:6][C:7](=[O:11])[O:8][C:9](=[O:10])[C:4]=2[CH:3]=1.[H-].[Na+].[F:16][C:17]1[CH:24]=[CH:23][C:20]([CH2:21]Br)=[CH:19][CH:18]=1. (4) Given the product [CH:13]1[C:6]2[CH2:7][CH2:8][C:2](=[O:1])[CH2:3][CH2:4][C:5]=2[CH:16]=[CH:15][CH:14]=1, predict the reactants needed to synthesize it. The reactants are: [O:1]=[C:2]1[CH:8](C(OC)=O)[CH2:7][C:6]2[CH:13]=[CH:14][CH:15]=[CH:16][C:5]=2[CH2:4][CH:3]1C(OC)=O.[OH-].[K+]. (5) Given the product [NH2:1][C:2]([C:4]1[C:5]2[NH:13][N:12]=[C:11]([CH:14]3[CH2:19][CH2:18][N:17]([C:20]([O:22][C:23]([CH3:26])([CH3:25])[CH3:24])=[O:21])[CH2:16][CH2:15]3)[C:6]=2[N:7]=[C:8]([C:27]2[CH:32]=[CH:31][CH:30]=[CH:29][CH:28]=2)[N:9]=1)=[O:3], predict the reactants needed to synthesize it. The reactants are: [NH2:1][C:2]([C:4]1[C:5]2[NH:13][N:12]=[C:11]([CH:14]3[CH2:19][CH2:18][N:17]([C:20]([O:22][C:23]([CH3:26])([CH3:25])[CH3:24])=[O:21])[CH2:16][CH2:15]3)[C:6]=2[N:7]=[C:8](Br)[N:9]=1)=[O:3].[C:27]1(B(O)O)[CH:32]=[CH:31][CH:30]=[CH:29][CH:28]=1.C([O-])([O-])=O.[K+].[K+]. (6) Given the product [S:19]1[C:14]2=[CH:15][N:16]=[CH:17][CH:18]=[C:13]2[CH:12]=[C:11]1[C:8]1[N:6]2[N:7]=[C:2]([NH:32][C@H:33]3[CH2:38][CH2:37][C@H:36]([OH:39])[CH2:35][CH2:34]3)[CH:3]=[CH:4][C:5]2=[N:10][CH:9]=1, predict the reactants needed to synthesize it. The reactants are: Cl[C:2]1[CH:3]=[CH:4][C:5]2[N:6]([C:8]([C:11]3[S:19][C:14]4=[CH:15][N:16]=[CH:17][CH:18]=[C:13]4[CH:12]=3)=[CH:9][N:10]=2)[N:7]=1.O.C1(C)C=CC(S(O)(=O)=O)=CC=1.[NH2:32][C@H:33]1[CH2:38][CH2:37][C@H:36]([OH:39])[CH2:35][CH2:34]1. (7) Given the product [C:14]1([S:11]([C:10]2[C:3]3[C:2](=[CH:9][CH:8]=[C:5]([CH:6]=[O:7])[CH:4]=3)[NH:1][N:24]=2)(=[O:13])=[O:12])[C:23]2[C:18](=[CH:19][CH:20]=[CH:21][CH:22]=2)[CH:17]=[CH:16][CH:15]=1, predict the reactants needed to synthesize it. The reactants are: [NH2:1][C:2]1[CH:9]=[CH:8][C:5]([CH:6]=[O:7])=[CH:4][C:3]=1[CH2:10][S:11]([C:14]1[C:23]2[C:18](=[CH:19][CH:20]=[CH:21][CH:22]=2)[CH:17]=[CH:16][CH:15]=1)(=[O:13])=[O:12].[N:24]([O-])=O.[Na+].C(=O)(O)[O-].[Na+].